Dataset: Reaction yield outcomes from USPTO patents with 853,638 reactions. Task: Predict the reaction yield, written as a fraction of the theoretical maximum amount of product (1.0 means a 100% yield; for example, 0.34 means a 34% yield). (1) The reactants are [CH3:1][S:2]([NH2:5])(=[O:4])=[O:3].[H-].[Na+].[CH2:8]([O:15][C:16]1[CH:21]=[CH:20][C:19]([C:22]2[N:26]([CH:27]3[CH2:32][CH2:31][CH2:30][CH2:29][CH2:28]3)[C:25]3[CH:33]=[CH:34][C:35]([C:37](O)=[O:38])=[CH:36][C:24]=3[N:23]=2)=[CH:18][CH:17]=1)[C:9]1[CH:14]=[CH:13][CH:12]=[CH:11][CH:10]=1.ClCCl. The catalyst is CN(C)C=O. The product is [CH2:8]([O:15][C:16]1[CH:17]=[CH:18][C:19]([C:22]2[N:26]([CH:27]3[CH2:28][CH2:29][CH2:30][CH2:31][CH2:32]3)[C:25]3[CH:33]=[CH:34][C:35]([C:37]([NH:5][S:2]([CH3:1])(=[O:4])=[O:3])=[O:38])=[CH:36][C:24]=3[N:23]=2)=[CH:20][CH:21]=1)[C:9]1[CH:14]=[CH:13][CH:12]=[CH:11][CH:10]=1. The yield is 0.520. (2) The reactants are [C:1]1([CH2:7][CH2:8][CH2:9][CH2:10][CH2:11][CH2:12][CH2:13][CH2:14][CH2:15][CH2:16][CH2:17][CH3:18])[CH:6]=[CH:5][CH:4]=[CH:3][CH:2]=1.[OH:19][S:20](O)(=[O:22])=[O:21].[OH-].[K+:25]. No catalyst specified. The product is [CH2:7]([C:1]1[CH:6]=[CH:5][C:4]([S:20]([O-:22])(=[O:21])=[O:19])=[CH:3][CH:2]=1)[CH2:8][CH2:9][CH2:10][CH2:11][CH2:12][CH2:13][CH2:14][CH2:15][CH2:16][CH2:17][CH3:18].[K+:25]. The yield is 0.840. (3) The yield is 0.990. The catalyst is CO.[Pd]. The product is [C:1]([O:5][CH2:6][CH2:7][C:8]1[CH:13]=[CH:12][C:11]([N:14]2[C:18]3=[N:19][CH:20]=[C:21]([NH2:24])[C:22]([CH3:23])=[C:17]3[N:16]=[C:15]2[CH2:27][CH3:28])=[CH:10][CH:9]=1)(=[O:4])[CH2:2][CH3:3]. The reactants are [C:1]([O:5][CH2:6][CH2:7][C:8]1[CH:13]=[CH:12][C:11]([N:14]2[C:18]3=[N:19][CH:20]=[C:21]([N+:24]([O-])=O)[C:22]([CH3:23])=[C:17]3[N:16]=[C:15]2[CH2:27][CH3:28])=[CH:10][CH:9]=1)(=[O:4])[CH2:2][CH3:3]. (4) The reactants are C1([O:7]P(N=[N+]=[N-])(=O)OC2C=CC=CC=2)C=CC=CC=1.C([N:22]([CH2:25][CH3:26])[CH2:23]C)C.[CH2:27]([O:29][C:30]1[CH:35]=[CH:34][C:33]([C@@H:36]2C[C@H]2C(O)=O)=[CH:32][CH:31]=1)[CH3:28].[C:42]([OH:46])([CH3:45])([CH3:44])[CH3:43]. No catalyst specified. The product is [CH2:27]([O:29][C:30]1[CH:31]=[CH:32][C:33]([C@@H:36]2[CH2:26][C@H:25]2[NH:22][C:23](=[O:7])[O:46][C:42]([CH3:45])([CH3:44])[CH3:43])=[CH:34][CH:35]=1)[CH3:28]. The yield is 0.300. (5) The reactants are [NH2:1][C:2]1[N:3]([CH3:25])[C:4](=[O:24])[C:5]2([C:15]3[C:10](=[CH:11][CH:12]=[C:13](Br)[CH:14]=3)[O:9][C:8]([CH3:23])([C:17]3[CH:22]=[CH:21][CH:20]=[CH:19][CH:18]=3)[CH2:7]2)[N:6]=1.[C:26]([C:28]1[CH:33]=[CH:32][C:31](B(O)O)=[CH:30][CH:29]=1)#[N:27]. The catalyst is O1CCOCC1.C([O-])([O-])=O.[Cs+].[Cs+].Cl[Pd](Cl)([P](C1C=CC=CC=1)(C1C=CC=CC=1)C1C=CC=CC=1)[P](C1C=CC=CC=1)(C1C=CC=CC=1)C1C=CC=CC=1. The product is [NH2:1][C:2]1[N:3]([CH3:25])[C:4](=[O:24])[C:5]2([C:15]3[C:10](=[CH:11][CH:12]=[C:13]([C:30]4[CH:29]=[C:28]([CH:33]=[CH:32][CH:31]=4)[C:26]#[N:27])[CH:14]=3)[O:9][C:8]([CH3:23])([C:17]3[CH:22]=[CH:21][CH:20]=[CH:19][CH:18]=3)[CH2:7]2)[N:6]=1. The yield is 0.360.